Dataset: Retrosynthesis with 50K atom-mapped reactions and 10 reaction types from USPTO. Task: Predict the reactants needed to synthesize the given product. (1) Given the product CC(C)(C)NC(=O)[C@@H]1CCCN1C(=O)[C@@H](O)[C@H](Cc1ccccc1)NC(=O)[C@H](CC(N)=O)NC(=O)COc1ccc(N)cc1, predict the reactants needed to synthesize it. The reactants are: CC(C)(C)NC(=O)[C@@H]1CCCN1C(=O)[C@@H](O)[C@H](Cc1ccccc1)NC(=O)[C@H](CC(N)=O)NC(=O)COc1ccc(NC(=O)OCc2ccccc2)cc1. (2) Given the product CC(C)c1ccc(NC(=O)C2CCN(C(=O)OC(C)(C)C)CC2)cc1, predict the reactants needed to synthesize it. The reactants are: CC(C)(C)OC(=O)N1CCC(C(=O)O)CC1.CC(C)c1ccc(N)cc1. (3) Given the product CCOC(=O)CCC(C)(C)CCCCCOC1CCCCO1, predict the reactants needed to synthesize it. The reactants are: CCOC(=O)/C=C/C(C)(C)CCCCCOC1CCCCO1. (4) Given the product CNCCn1ccnc1, predict the reactants needed to synthesize it. The reactants are: CN(CCn1ccnc1)Cc1ccccc1. (5) Given the product CC(C)(C)OC(=O)C[C@@H]1CC=CCCCC(=O)O[C@H](c2ccccc2)CNC1=O, predict the reactants needed to synthesize it. The reactants are: C=CCCCC(=O)O[C@@H](CNC(=O)[C@@H](CC=C)CC(=O)OC(C)(C)C)c1ccccc1. (6) Given the product C[C@H](N)C(=O)NC(C)(C)c1ccccc1, predict the reactants needed to synthesize it. The reactants are: CC(Br)C(=O)NC(C)(C)c1ccccc1.N.